Task: Regression. Given a peptide amino acid sequence and an MHC pseudo amino acid sequence, predict their binding affinity value. This is MHC class II binding data.. Dataset: Peptide-MHC class II binding affinity with 134,281 pairs from IEDB (1) The peptide sequence is TPDFIVPLTDLRIPS. The MHC is DRB1_0401 with pseudo-sequence DRB1_0401. The binding affinity (normalized) is 0.297. (2) The peptide sequence is EKKYRAATQFEPLAA. The MHC is DRB1_0701 with pseudo-sequence DRB1_0701. The binding affinity (normalized) is 0.439. (3) The peptide sequence is LVVGIYDEPMTPGQC. The MHC is HLA-DQA10301-DQB10302 with pseudo-sequence HLA-DQA10301-DQB10302. The binding affinity (normalized) is 0.353. (4) The peptide sequence is GLALSHLNAMSKVRK. The MHC is DRB1_0404 with pseudo-sequence DRB1_0404. The binding affinity (normalized) is 0.714. (5) The peptide sequence is PADKYRTFVATFGAA. The MHC is DRB1_0301 with pseudo-sequence DRB1_0301. The binding affinity (normalized) is 0.0777. (6) The peptide sequence is VLTHVKINDKCPSTG. The MHC is DRB1_0801 with pseudo-sequence DRB1_0801. The binding affinity (normalized) is 0.439. (7) The peptide sequence is IIFIFRRDLLCPLGAL. The MHC is DRB1_1501 with pseudo-sequence DRB1_1501. The binding affinity (normalized) is 0.797.